From a dataset of Full USPTO retrosynthesis dataset with 1.9M reactions from patents (1976-2016). Predict the reactants needed to synthesize the given product. (1) Given the product [CH3:5][C:4]1[C:13]([CH2:14][OH:15])=[CH:8][CH:7]=[CH:2][C:3]=1[C:18]1[C:23]([CH3:24])=[CH:22][CH:21]=[CH:20][C:19]=1[CH3:25], predict the reactants needed to synthesize it. The reactants are: C[C:2]1[C:7]([C:8]2[C:13]([C:14](OC)=[O:15])=CC=CC=2)=C[CH:5]=[CH:4][C:3]=1[C:18]1[C:23]([CH3:24])=[CH:22][CH:21]=[CH:20][C:19]=1[CH3:25].[H-].C([Al+]CC(C)C)C(C)C.C(C(C(C([O-])=O)O)O)([O-])=O.[Na+].[K+]. (2) Given the product [NH2:1][C:2]1[N:7]=[C:6]([C:8]2[CH:13]=[CH:12][CH:11]=[CH:10][C:9]=2[F:14])[C:5]([C:15]#[N:16])=[C:4]([NH:27][CH2:26][C:21]2[CH:22]=[CH:23][CH:24]=[CH:25][N:20]=2)[N:3]=1, predict the reactants needed to synthesize it. The reactants are: [NH2:1][C:2]1[N:7]=[C:6]([C:8]2[CH:13]=[CH:12][CH:11]=[CH:10][C:9]=2[F:14])[C:5]([C:15]#[N:16])=[C:4](S(C)=O)[N:3]=1.[N:20]1[CH:25]=[CH:24][CH:23]=[CH:22][C:21]=1[CH2:26][NH2:27]. (3) Given the product [Cl:1][C:2]1[CH:3]=[CH:4][C:5]([CH2:6][N:7]2[C:12](=[O:13])[C:11]([CH2:14][N:35]3[CH2:36][CH2:37][N:32]([CH3:31])[CH2:33][CH2:34]3)=[CH:10][C:9]([C:20]3[CH:25]=[CH:24][C:23]([O:26][CH3:27])=[C:22]([F:28])[CH:21]=3)=[N:8]2)=[CH:29][CH:30]=1, predict the reactants needed to synthesize it. The reactants are: [Cl:1][C:2]1[CH:30]=[CH:29][C:5]([CH2:6][N:7]2[C:12](=[O:13])[C:11]([CH2:14]OS(C)(=O)=O)=[CH:10][C:9]([C:20]3[CH:25]=[CH:24][C:23]([O:26][CH3:27])=[C:22]([F:28])[CH:21]=3)=[N:8]2)=[CH:4][CH:3]=1.[CH3:31][N:32]1[CH2:37][CH2:36][NH:35][CH2:34][CH2:33]1. (4) Given the product [CH3:20][Si:21]([CH3:38])([CH3:37])[CH2:22][CH2:23][O:24][C:25](=[O:26])[NH:10][C:4]1[CH:5]=[CH:6][C:7]([CH:8]=[CH2:9])=[C:2]([Cl:1])[CH:3]=1, predict the reactants needed to synthesize it. The reactants are: [Cl:1][C:2]1[CH:3]=[C:4]([NH2:10])[CH:5]=[CH:6][C:7]=1[CH:8]=[CH2:9].C(N(C(C)C)CC)(C)C.[CH3:20][Si:21]([CH3:38])([CH3:37])[CH2:22][CH2:23][O:24][C:25](ON1C2C=CC=CC=2N=N1)=[O:26]. (5) Given the product [ClH:1].[OH:28][CH2:27][CH2:26][N:16]1[CH2:17][CH2:18][CH:13]([NH:12][C:7]2[CH:8]=[CH:9][CH:10]=[C:11]3[C:6]=2[CH:5]=[CH:4][N:3]=[CH:2]3)[CH2:14][CH2:15]1, predict the reactants needed to synthesize it. The reactants are: [ClH:1].[CH:2]1[C:11]2[C:6](=[C:7]([NH:12][CH:13]3[CH2:18][CH2:17][NH:16][CH2:15][CH2:14]3)[CH:8]=[CH:9][CH:10]=2)[CH:5]=[CH:4][N:3]=1.C(=O)([O-])[O-].[K+].[K+].Br[CH2:26][CH2:27][O:28]C1CCCCO1.CC(C)=O. (6) Given the product [Br:1][C:2]1[CH:3]=[CH:4][C:5]2[O:9][CH2:8][C:7]([CH3:11])([CH3:12])[C:6]=2[CH:13]=1, predict the reactants needed to synthesize it. The reactants are: [Br:1][C:2]1[CH:3]=[CH:4][C:5]2[O:9][CH:8](O)[C:7]([CH3:12])([CH3:11])[C:6]=2[CH:13]=1.C([SiH](CC)CC)C.C(O)(C(F)(F)F)=O.C(Cl)Cl. (7) The reactants are: [NH2:1][C@H:2]1[CH2:6][CH2:5][N:4]([C@H:7]2[CH2:12][CH2:11][C@@H:10]([NH:13][C:14](=[O:20])[O:15][C:16]([CH3:19])([CH3:18])[CH3:17])[CH2:9][C@H:8]2[CH2:21][S:22]([CH2:25][CH3:26])(=[O:24])=[O:23])[C:3]1=[O:27].[F:28][C:29]([F:40])([F:39])[C:30]1[CH:31]=[C:32]([CH:36]=[CH:37][CH:38]=1)[C:33](O)=[O:34].C(N(C(C)C)CC)C.CN(C(ON1N=NC2C=CC=NC1=2)=[N+](C)C)C.F[P-](F)(F)(F)(F)F. Given the product [CH2:25]([S:22]([CH2:21][C@H:8]1[C@@H:7]([N:4]2[CH2:5][CH2:6][C@H:2]([NH:1][C:33](=[O:34])[C:32]3[CH:36]=[CH:37][CH:38]=[C:30]([C:29]([F:28])([F:39])[F:40])[CH:31]=3)[C:3]2=[O:27])[CH2:12][CH2:11][C@@H:10]([NH:13][C:14](=[O:20])[O:15][C:16]([CH3:19])([CH3:18])[CH3:17])[CH2:9]1)(=[O:24])=[O:23])[CH3:26], predict the reactants needed to synthesize it. (8) The reactants are: [CH:1]1[C:9]2[C:8]3[CH:10]=[CH:11][CH:12]=[CH:13][C:7]=3[O:6][C:5]=2[C:4](B(O)O)=[CH:3][CH:2]=1.[Br:17][C:18]1[CH:23]=[CH:22][CH:21]=[CH:20][C:19]=1Br.C(=O)([O-])[O-].[K+].[K+]. Given the product [Br:17][C:18]1[CH:23]=[CH:22][CH:21]=[CH:20][C:19]=1[C:4]1[C:5]2[O:6][C:7]3[CH:13]=[CH:12][CH:11]=[CH:10][C:8]=3[C:9]=2[CH:1]=[CH:2][CH:3]=1, predict the reactants needed to synthesize it. (9) Given the product [CH3:7][C:8]1([CH3:19])[C:17]2[C:12](=[CH:13][CH:14]=[CH:15][CH:16]=2)[NH:11][CH2:10][CH2:9]1, predict the reactants needed to synthesize it. The reactants are: [H-].[H-].[H-].[H-].[Li+].[Al+3].[CH3:7][C:8]1([CH3:19])[C:17]2[C:12](=[CH:13][CH:14]=[CH:15][CH:16]=2)[NH:11][C:10](=O)[CH2:9]1.[O-]S([O-])(=O)=O.[Na+].[Na+]. (10) Given the product [ClH:1].[Cl:1][C:2]1[CH:3]=[C:4]([NH:9][C:10]([N:12]2[CH2:13][CH2:14][N:15]([C:18]([CH:20]3[CH2:25][CH2:24][CH2:23][NH:22][CH2:21]3)=[O:19])[CH2:16][CH2:17]2)=[O:11])[CH:5]=[CH:6][C:7]=1[Cl:8], predict the reactants needed to synthesize it. The reactants are: [Cl:1][C:2]1[CH:3]=[C:4]([NH:9][C:10]([N:12]2[CH2:17][CH2:16][N:15]([C:18]([CH:20]3[CH2:25][CH2:24][CH2:23][N:22](C(OC(C)(C)C)=O)[CH2:21]3)=[O:19])[CH2:14][CH2:13]2)=[O:11])[CH:5]=[CH:6][C:7]=1[Cl:8].Cl.